From a dataset of Full USPTO retrosynthesis dataset with 1.9M reactions from patents (1976-2016). Predict the reactants needed to synthesize the given product. (1) Given the product [C:1]([NH:4][C@:5]1([C@@H:163]([CH2:164][CH3:165])[CH3:162])[CH2:9][CH2:8][N:7]([C@@H:10]([CH2:51][CH2:52][C:142]2[CH:147]=[CH:146][CH:145]=[CH:144][CH:143]=2)[C:11]([NH:13][C@@H:14]([CH2:42][C:43]2[CH:44]=[C:45]([F:50])[CH:46]=[C:47]([F:49])[CH:48]=2)[C@H:15]([OH:16])[C@H:17]2[CH2:21][C@@H:20]([O:22][C:86]3[CH:91]=[CH:90][CH:89]=[CH:88][CH:87]=3)[CH2:19][NH:18]2)=[O:12])[C:6]1=[O:59])(=[O:3])[CH3:2], predict the reactants needed to synthesize it. The reactants are: [C:1]([NH:4][C@:5]1([C@@H](CC)C)[CH2:9][CH2:8][N:7]([C@@H:10]([CH2:51][CH2:52]C2C=CC=CC=2)[C:11]([NH:13][C@@H:14]([CH2:42][C:43]2[CH:48]=[C:47]([F:49])[CH:46]=[C:45]([F:50])[CH:44]=2)[C@@H:15]([C@H:17]2[CH2:21][C@H:20]([O:22]C3C=CC=CN=3)[CH2:19][N:18]2C(C2C=CC=CC=2)C2C=CC=CC=2)[OH:16])=[O:12])[C:6]1=[O:59])(=[O:3])[CH3:2].C(N[C@]1([C@@H](CC)C)CCN([C@@H](CCC2C=CC=CC=2)C(N[C@@H](CC2C=C(F)C=C(F)C=2)[C@@H]([C@H]2C[C@@H](O[C:86]3[CH:91]=[CH:90][CH:89]=[CH:88][CH:87]=3)CN2C(C2C=CC=CC=2)C2C=CC=CC=2)O)=O)C1=O)(=O)C.C(N[C@]1([C@@H](CC)C)CCN([C@@H](CC[C:142]2[CH:147]=[CH:146][CH:145]=[CH:144][CH:143]=2)C(O)=O)C1=O)(=O)C.CN(C(ON1N=N[C:163]2[CH:164]=[CH:165]C=N[C:162]1=2)=[N+](C)C)C.F[P-](F)(F)(F)(F)F.N[C@@H](CC1C=C(F)C=C(F)C=1)[C@@H]([C@H]1C[C@H](OC2C=CC=CN=2)CN1C(C1C=CC=CC=1)C1C=CC=CC=1)O.CN1CCOCC1. (2) The reactants are: [OH:1][C:2]1[C:11]([C:12]2[O:13][CH:14]=[CH:15][N:16]=2)=[CH:10][C:9]2[N:8]=[CH:7][CH:6]=[N:5][C:4]=2[C:3]=1[C:17]([OH:19])=O.Cl.[CH2:21]([O:23][C:24](=[O:27])[CH2:25][NH2:26])[CH3:22].C(N(CC)CC)C.C1CN([P+](ON2N=NC3C=CC=CC2=3)(N2CCCC2)N2CCCC2)CC1.F[P-](F)(F)(F)(F)F. Given the product [OH:1][C:2]1[C:3]([C:17]([NH:26][CH2:25][C:24]([O:23][CH2:21][CH3:22])=[O:27])=[O:19])=[C:4]2[C:9](=[CH:10][C:11]=1[C:12]1[O:13][CH:14]=[CH:15][N:16]=1)[N:8]=[CH:7][CH:6]=[N:5]2, predict the reactants needed to synthesize it. (3) The reactants are: C(N(CC)C(C)C)(C)C.Cl.[Br:11][C:12]1[CH:13]=[C:14]([Cl:28])[C:15]([N:18]2[CH2:27][CH2:26][CH2:25][C:20]3([CH2:24][NH:23][CH2:22][CH2:21]3)[CH2:19]2)=[N:16][CH:17]=1.[CH:29]1([N:35]=[C:36]=[O:37])[CH2:34][CH2:33][CH2:32][CH2:31][CH2:30]1. Given the product [Br:11][C:12]1[CH:13]=[C:14]([Cl:28])[C:15]([N:18]2[CH2:27][CH2:26][CH2:25][C:20]3([CH2:24][N:23]([C:36]([NH:35][CH:29]4[CH2:34][CH2:33][CH2:32][CH2:31][CH2:30]4)=[O:37])[CH2:22][CH2:21]3)[CH2:19]2)=[N:16][CH:17]=1, predict the reactants needed to synthesize it. (4) The reactants are: [O:1]1[C:6]2=[CH:7][N:8]=[C:9]([C:11](OC)=[O:12])[CH:10]=[C:5]2[CH2:4][CH2:3][CH2:2]1.[Li+].[BH4-].Cl.[OH-].[Na+]. Given the product [O:1]1[C:6]2=[CH:7][N:8]=[C:9]([CH2:11][OH:12])[CH:10]=[C:5]2[CH2:4][CH2:3][CH2:2]1, predict the reactants needed to synthesize it. (5) The reactants are: O.[Cl:2][C:3]1[N:8]=[CH:7][C:6]([CH2:9][NH:10][CH2:11][CH:12]([F:14])[F:13])=[CH:5][CH:4]=1.[CH2:15]1[C:20](=[O:21])[O:19][CH2:18][C:16]1=O. Given the product [Cl:2][C:3]1[N:8]=[CH:7][C:6]([CH2:9][N:10]([CH2:11][CH:12]([F:14])[F:13])[C:16]2[CH2:18][O:19][C:20](=[O:21])[CH:15]=2)=[CH:5][CH:4]=1, predict the reactants needed to synthesize it.